From a dataset of NCI-60 drug combinations with 297,098 pairs across 59 cell lines. Regression. Given two drug SMILES strings and cell line genomic features, predict the synergy score measuring deviation from expected non-interaction effect. Drug 1: CS(=O)(=O)CCNCC1=CC=C(O1)C2=CC3=C(C=C2)N=CN=C3NC4=CC(=C(C=C4)OCC5=CC(=CC=C5)F)Cl. Drug 2: CN1C2=C(C=C(C=C2)N(CCCl)CCCl)N=C1CCCC(=O)O.Cl. Cell line: OVCAR3. Synergy scores: CSS=6.83, Synergy_ZIP=-1.13, Synergy_Bliss=-1.99, Synergy_Loewe=-10.3, Synergy_HSA=-4.25.